Dataset: Reaction yield outcomes from USPTO patents with 853,638 reactions. Task: Predict the reaction yield, written as a fraction of the theoretical maximum amount of product (1.0 means a 100% yield; for example, 0.34 means a 34% yield). The reactants are [OH:1][CH2:2][CH2:3][CH2:4][O:5][C@H:6]1[CH2:11][CH2:10][C@H:9]([N:12]2[C:17](=[O:18])[C:16]([CH2:19][C:20]3[CH:25]=[CH:24][C:23]([C:26]4[C:27]([C:32]#[N:33])=[CH:28][CH:29]=[CH:30][CH:31]=4)=[CH:22][CH:21]=3)=[C:15]([CH2:34][CH2:35][CH3:36])[N:14]3[N:37]=[CH:38][N:39]=[C:13]23)[CH2:8][CH2:7]1.FC(F)(F)S(O[Si](C(C)(C)C)(C)C)(=O)=O.[N:55]1C(C)=CC=CC=1C.[Cl-].O[NH3+].[C:66](=[O:69])([O-])[OH:67].[Na+]. The catalyst is C(OCC)(=O)C.CS(C)=O.O1CCCC1. The product is [OH:1][CH2:2][CH2:3][CH2:4][O:5][C@H:6]1[CH2:11][CH2:10][C@H:9]([N:12]2[C:17](=[O:18])[C:16]([CH2:19][C:20]3[CH:21]=[CH:22][C:23]([C:26]4[CH:31]=[CH:30][CH:29]=[CH:28][C:27]=4[C:32]4[NH:55][C:66](=[O:69])[O:67][N:33]=4)=[CH:24][CH:25]=3)=[C:15]([CH2:34][CH2:35][CH3:36])[N:14]3[N:37]=[CH:38][N:39]=[C:13]23)[CH2:8][CH2:7]1. The yield is 0.490.